The task is: Regression. Given two drug SMILES strings and cell line genomic features, predict the synergy score measuring deviation from expected non-interaction effect.. This data is from NCI-60 drug combinations with 297,098 pairs across 59 cell lines. (1) Drug 1: CC12CCC(CC1=CCC3C2CCC4(C3CC=C4C5=CN=CC=C5)C)O. Drug 2: CC1OCC2C(O1)C(C(C(O2)OC3C4COC(=O)C4C(C5=CC6=C(C=C35)OCO6)C7=CC(=C(C(=C7)OC)O)OC)O)O. Cell line: UACC-257. Synergy scores: CSS=11.0, Synergy_ZIP=-1.56, Synergy_Bliss=-0.420, Synergy_Loewe=-0.488, Synergy_HSA=-0.108. (2) Synergy scores: CSS=37.9, Synergy_ZIP=3.30, Synergy_Bliss=4.08, Synergy_Loewe=4.75, Synergy_HSA=5.96. Cell line: SF-539. Drug 2: CCN(CC)CCCC(C)NC1=C2C=C(C=CC2=NC3=C1C=CC(=C3)Cl)OC. Drug 1: C1CCC(CC1)NC(=O)N(CCCl)N=O. (3) Drug 1: C1=CC(=CC=C1C#N)C(C2=CC=C(C=C2)C#N)N3C=NC=N3. Drug 2: CC1CCC2CC(C(=CC=CC=CC(CC(C(=O)C(C(C(=CC(C(=O)CC(OC(=O)C3CCCCN3C(=O)C(=O)C1(O2)O)C(C)CC4CCC(C(C4)OC)OCCO)C)C)O)OC)C)C)C)OC. Cell line: NCI/ADR-RES. Synergy scores: CSS=-4.98, Synergy_ZIP=3.93, Synergy_Bliss=5.64, Synergy_Loewe=-1.06, Synergy_HSA=-0.490. (4) Drug 1: COC1=NC(=NC2=C1N=CN2C3C(C(C(O3)CO)O)O)N. Cell line: T-47D. Drug 2: C1CN1C2=NC(=NC(=N2)N3CC3)N4CC4. Synergy scores: CSS=15.2, Synergy_ZIP=-1.50, Synergy_Bliss=4.22, Synergy_Loewe=-13.3, Synergy_HSA=-0.561. (5) Drug 1: CN(C)N=NC1=C(NC=N1)C(=O)N. Drug 2: CN(C(=O)NC(C=O)C(C(C(CO)O)O)O)N=O. Cell line: SK-MEL-2. Synergy scores: CSS=-3.60, Synergy_ZIP=0.203, Synergy_Bliss=-7.34, Synergy_Loewe=-7.64, Synergy_HSA=-10.2. (6) Drug 1: C1=C(C(=O)NC(=O)N1)N(CCCl)CCCl. Drug 2: CCCS(=O)(=O)NC1=C(C(=C(C=C1)F)C(=O)C2=CNC3=C2C=C(C=N3)C4=CC=C(C=C4)Cl)F. Cell line: SNB-75. Synergy scores: CSS=17.9, Synergy_ZIP=-0.516, Synergy_Bliss=3.97, Synergy_Loewe=-0.799, Synergy_HSA=2.61. (7) Drug 1: CNC(=O)C1=CC=CC=C1SC2=CC3=C(C=C2)C(=NN3)C=CC4=CC=CC=N4. Drug 2: CCCCC(=O)OCC(=O)C1(CC(C2=C(C1)C(=C3C(=C2O)C(=O)C4=C(C3=O)C=CC=C4OC)O)OC5CC(C(C(O5)C)O)NC(=O)C(F)(F)F)O. Cell line: SR. Synergy scores: CSS=79.6, Synergy_ZIP=8.53, Synergy_Bliss=8.89, Synergy_Loewe=8.94, Synergy_HSA=10.8.